Dataset: Reaction yield outcomes from USPTO patents with 853,638 reactions. Task: Predict the reaction yield, written as a fraction of the theoretical maximum amount of product (1.0 means a 100% yield; for example, 0.34 means a 34% yield). The reactants are [Cl:1][C:2]1[CH:7]=[CH:6][CH:5]=[C:4](I)[CH:3]=1.[CH2:9]([N:11]([CH2:33][CH3:34])[CH:12]1[CH2:16][CH2:15][N:14]([C:17]([C:19]2[C:23]([CH3:24])=[C:22]([C:25]3[CH:30]=[CH:29][CH:28]=[C:27]([C:31]#[CH:32])[CH:26]=3)[NH:21][N:20]=2)=[O:18])[CH2:13]1)[CH3:10]. The catalyst is N1CCCCC1.C1C=CC([P]([Pd]([P](C2C=CC=CC=2)(C2C=CC=CC=2)C2C=CC=CC=2)([P](C2C=CC=CC=2)(C2C=CC=CC=2)C2C=CC=CC=2)[P](C2C=CC=CC=2)(C2C=CC=CC=2)C2C=CC=CC=2)(C2C=CC=CC=2)C2C=CC=CC=2)=CC=1.[Cu]I. The product is [Cl:1][C:2]1[CH:3]=[C:4]([C:32]#[C:31][C:27]2[CH:26]=[C:25]([C:22]3[NH:21][N:20]=[C:19]([C:17]([N:14]4[CH2:15][CH2:16][CH:12]([N:11]([CH2:33][CH3:34])[CH2:9][CH3:10])[CH2:13]4)=[O:18])[C:23]=3[CH3:24])[CH:30]=[CH:29][CH:28]=2)[CH:5]=[CH:6][CH:7]=1. The yield is 0.650.